This data is from Full USPTO retrosynthesis dataset with 1.9M reactions from patents (1976-2016). The task is: Predict the reactants needed to synthesize the given product. (1) The reactants are: C(OC([N:8]1[CH2:13][CH2:12][C:11]2[N:14]([CH3:60])[C:15]([C:17]3[C:22]([C:23]#[C:24][C:25]4[CH:30]=[CH:29][CH:28]=[C:27]([CH2:31][C:32](=[O:54])[NH:33][C:34]5[CH:39]=[CH:38][C:37]([CH2:40][N:41]6[CH2:46][CH2:45][N:44]([CH:47]([CH3:49])[CH3:48])[CH2:43][CH2:42]6)=[C:36]([C:50]([F:53])([F:52])[F:51])[CH:35]=5)[CH:26]=4)=[CH:21][N:20]=[C:19]([N:55](C(=O)C)[CH3:56])[N:18]=3)=[CH:16][C:10]=2[C:9]1=[O:61])=O)(C)(C)C.O1CCOCC1.C([O-])([O-])=O.[K+].[K+]. Given the product [CH:47]([N:44]1[CH2:45][CH2:46][N:41]([CH2:40][C:37]2[CH:38]=[CH:39][C:34]([NH:33][C:32](=[O:54])[CH2:31][C:27]3[CH:28]=[CH:29][CH:30]=[C:25]([C:24]#[C:23][C:22]4[C:17]([C:15]5[N:14]([CH3:60])[C:11]6[CH2:12][CH2:13][NH:8][C:9](=[O:61])[C:10]=6[CH:16]=5)=[N:18][C:19]([NH:55][CH3:56])=[N:20][CH:21]=4)[CH:26]=3)=[CH:35][C:36]=2[C:50]([F:52])([F:53])[F:51])[CH2:42][CH2:43]1)([CH3:49])[CH3:48], predict the reactants needed to synthesize it. (2) Given the product [CH2:13]([C:17]1[N:22]2[N:23]=[C:24]([CH3:26])[N:25]=[C:21]2[N:20]([CH:27]2[CH2:28][CH2:29][O:30][CH2:31][CH2:32]2)[C:19](=[O:33])[C:18]=1[CH2:34][C:35]1[CH:40]=[CH:39][C:38]([C:41]2[CH:46]=[CH:45][CH:44]=[CH:43][C:42]=2[C:47]2[NH:3][C:4](=[O:7])[O:5][N:48]=2)=[CH:37][C:36]=1[F:49])[CH2:14][CH2:15][CH3:16], predict the reactants needed to synthesize it. The reactants are: [Cl-].O[NH3+:3].[C:4](=[O:7])([O-])[OH:5].[Na+].CS(C)=O.[CH2:13]([C:17]1[N:22]2[N:23]=[C:24]([CH3:26])[N:25]=[C:21]2[N:20]([CH:27]2[CH2:32][CH2:31][O:30][CH2:29][CH2:28]2)[C:19](=[O:33])[C:18]=1[CH2:34][C:35]1[CH:40]=[CH:39][C:38]([C:41]2[C:42]([C:47]#[N:48])=[CH:43][CH:44]=[CH:45][CH:46]=2)=[CH:37][C:36]=1[F:49])[CH2:14][CH2:15][CH3:16].